This data is from Catalyst prediction with 721,799 reactions and 888 catalyst types from USPTO. The task is: Predict which catalyst facilitates the given reaction. (1) The catalyst class is: 3. Reactant: [NH2:1][C@@H:2]1[C:11]2[C:6](=[CH:7][CH:8]=[CH:9][CH:10]=2)[C@H:5]([OH:12])[CH2:4][CH2:3]1.[H-].[Na+].F[C:16]1[CH:17]=[CH:18][C:19]2[N:20]([C:22]([N:25]3[CH2:29][CH2:28][C@H:27]([CH2:30][O:31][Si:32]([CH:39]([CH3:41])[CH3:40])([CH:36]([CH3:38])[CH3:37])[CH:33]([CH3:35])[CH3:34])[CH2:26]3)=[N:23][N:24]=2)[CH:21]=1.O. Product: [CH:39]([Si:32]([CH:33]([CH3:35])[CH3:34])([CH:36]([CH3:38])[CH3:37])[O:31][CH2:30][C@H:27]1[CH2:28][CH2:29][N:25]([C:22]2[N:20]3[CH:21]=[C:16]([O:12][C@H:5]4[C:6]5[C:11](=[CH:10][CH:9]=[CH:8][CH:7]=5)[C@@H:2]([NH2:1])[CH2:3][CH2:4]4)[CH:17]=[CH:18][C:19]3=[N:24][N:23]=2)[CH2:26]1)([CH3:40])[CH3:41]. (2) Reactant: Br[C:2]1[CH:3]=[C:4]([C:14]([C:22]2[CH:27]=[CH:26][CH:25]=[CH:24][N:23]=2)([C:16]2[CH:21]=[CH:20][CH:19]=[CH:18][N:17]=2)[OH:15])[C:5]2[N:9]=[C:8]([CH:10]3[CH2:12][CH2:11]3)[NH:7][C:6]=2[CH:13]=1.[CH3:28][C:29]1[O:33][N:32]=[C:31]([CH2:34][O:35][Si](C(C)C)(C(C)C)C(C)C)[C:30]=1B1OC(C)(C)C(C)(C)O1.C(=O)([O-])[O-].[Cs+].[Cs+]. Product: [CH:10]1([C:8]2[NH:7][C:6]3[CH:13]=[C:2]([C:30]4[C:31]([CH2:34][OH:35])=[N:32][O:33][C:29]=4[CH3:28])[CH:3]=[C:4]([C:14]([C:22]4[CH:27]=[CH:26][CH:25]=[CH:24][N:23]=4)([C:16]4[CH:21]=[CH:20][CH:19]=[CH:18][N:17]=4)[OH:15])[C:5]=3[N:9]=2)[CH2:12][CH2:11]1. The catalyst class is: 303.